Dataset: Catalyst prediction with 721,799 reactions and 888 catalyst types from USPTO. Task: Predict which catalyst facilitates the given reaction. (1) Reactant: Br[C:2]1[CH:3]=[CH:4][C:5]([N+:15]([O-:17])=[O:16])=[C:6]([NH:8][C:9]2[CH:14]=[CH:13][CH:12]=[CH:11][CH:10]=2)[CH:7]=1.[NH:18]1[CH2:23][CH2:22][O:21][CH2:20][CH2:19]1. Product: [O:21]1[CH2:22][CH2:23][N:18]([C:2]2[CH:3]=[CH:4][C:5]([N+:15]([O-:17])=[O:16])=[C:6]([NH:8][C:9]3[CH:14]=[CH:13][CH:12]=[CH:11][CH:10]=3)[CH:7]=2)[CH2:19][CH2:20]1. The catalyst class is: 37. (2) Reactant: [F:1][C:2]1[C:10]2[CH:9]=[C:8](C(O)=O)[S:7][C:6]=2[CH:5]=[CH:4][CH:3]=1.N12CCCN=C1CCCCC2.O. Product: [F:1][C:2]1[C:10]2[CH:9]=[CH:8][S:7][C:6]=2[CH:5]=[CH:4][CH:3]=1. The catalyst class is: 44. (3) Reactant: [NH:1]1[CH2:6][CH2:5][CH:4]([N:7]2[CH2:12][CH2:11][C:10](=[O:13])[NH:9][C:8]2=[O:14])[CH2:3][CH2:2]1.C1C=CC2N(O)N=NC=2C=1.[Cl:25][C:26]1[CH:27]=[C:28]2[C:33](=[CH:34][CH:35]=1)[CH:32]=[C:31]([S:36]([CH2:39][C@@H:40]([OH:44])[C:41](O)=[O:42])(=[O:38])=[O:37])[CH:30]=[CH:29]2.CCN=C=NCCCN(C)C. Product: [Cl:25][C:26]1[CH:27]=[C:28]2[C:33](=[CH:34][CH:35]=1)[CH:32]=[C:31]([S:36]([CH2:39][C@@H:40]([OH:44])[C:41]([N:1]1[CH2:2][CH2:3][CH:4]([N:7]3[CH2:12][CH2:11][C:10](=[O:13])[NH:9][C:8]3=[O:14])[CH2:5][CH2:6]1)=[O:42])(=[O:37])=[O:38])[CH:30]=[CH:29]2. The catalyst class is: 3. (4) Reactant: [Cl:1][C:2]1[CH:3]=[C:4]2[C:8](=[CH:9][CH:10]=1)[NH:7][CH:6]=[C:5]2[CH2:11][CH2:12][NH:13][C:14](=[O:22])[C:15]1[CH:20]=[CH:19][CH:18]=[C:17](I)[CH:16]=1.[C:23]([C:25]1[CH:30]=[CH:29][C:28](B(O)O)=[CH:27][CH:26]=1)#[N:24].C(=O)([O-])[O-].[Na+].[Na+]. Product: [Cl:1][C:2]1[CH:3]=[C:4]2[C:8](=[CH:9][CH:10]=1)[NH:7][CH:6]=[C:5]2[CH2:11][CH2:12][NH:13][C:14]([C:15]1[CH:16]=[C:17]([C:28]2[CH:29]=[CH:30][C:25]([C:23]#[N:24])=[CH:26][CH:27]=2)[CH:18]=[CH:19][CH:20]=1)=[O:22]. The catalyst class is: 437. (5) Reactant: [CH2:1]([N:8]1[CH2:11][C:10](=O)[CH2:9]1)[C:2]1[CH:7]=[CH:6][CH:5]=[CH:4][CH:3]=1.[C-:13]#[N:14].[K+].[NH4+:16].[Cl-]. Product: [NH2:16][C:10]1([C:13]#[N:14])[CH2:11][N:8]([CH2:1][C:2]2[CH:7]=[CH:6][CH:5]=[CH:4][CH:3]=2)[CH2:9]1. The catalyst class is: 5. (6) Reactant: Br[C:2]1[CH:7]=[CH:6][N:5]=[C:4]([S:8][CH3:9])[N:3]=1.C(=O)([O-])[O-].[K+].[K+].[C:16]1([CH3:25])[CH:21]=[CH:20][CH:19]=[CH:18][C:17]=1B(O)O. Product: [CH3:9][S:8][C:4]1[N:3]=[C:2]([C:17]2[CH:18]=[CH:19][CH:20]=[CH:21][C:16]=2[CH3:25])[CH:7]=[CH:6][N:5]=1. The catalyst class is: 104. (7) Reactant: [C:1]([C:5]1[N:9]([CH3:10])[N:8]=[C:7]([N:11]2[C:15](=[O:16])[C:14]([OH:17])=[C:13]([Cl:18])[CH2:12]2)[CH:6]=1)([CH3:4])([CH3:3])[CH3:2].[CH3:19][Si](C=[N+]=[N-])(C)C.C(O)(=O)C. Product: [C:1]([C:5]1[N:9]([CH3:10])[N:8]=[C:7]([N:11]2[C:15](=[O:16])[C:14]([O:17][CH3:19])=[C:13]([Cl:18])[CH2:12]2)[CH:6]=1)([CH3:4])([CH3:2])[CH3:3]. The catalyst class is: 4. (8) Reactant: [Br:1][C:2]1[S:3][C:4]([O:7][C:8]2[CH:13]=[CH:12][C:11]([O:14]C)=[CH:10][CH:9]=2)=[N:5][N:6]=1.B(Br)(Br)Br. Product: [Br:1][C:2]1[S:3][C:4]([O:7][C:8]2[CH:9]=[CH:10][C:11]([OH:14])=[CH:12][CH:13]=2)=[N:5][N:6]=1. The catalyst class is: 2.